Binary Classification. Given a drug SMILES string, predict its activity (active/inactive) in a high-throughput screening assay against a specified biological target. From a dataset of HIV replication inhibition screening data with 41,000+ compounds from the AIDS Antiviral Screen. The molecule is CCCCCC=C(c1cc(Cl)c(OC)c(C(=O)OC)c1)c1cc(Cl)c(OC)c(C(=O)OC)c1. The result is 1 (active).